From a dataset of Reaction yield outcomes from USPTO patents with 853,638 reactions. Predict the reaction yield, written as a fraction of the theoretical maximum amount of product (1.0 means a 100% yield; for example, 0.34 means a 34% yield). The reactants are [Cl:1][C:2]1[CH:3]=[C:4]([CH:6]=[CH:7][CH:8]=1)[NH2:5].[CH:9](=O)[C:10]1[CH:15]=[CH:14][CH:13]=[CH:12][CH:11]=1.[BH-](OC(C)=O)(OC(C)=O)OC(C)=O.[Na+].C(O)(=O)C. No catalyst specified. The product is [Cl:1][C:2]1[CH:3]=[C:4]([CH:6]=[CH:7][CH:8]=1)[NH:5][CH2:9][C:10]1[CH:15]=[CH:14][CH:13]=[CH:12][CH:11]=1. The yield is 0.850.